This data is from Full USPTO retrosynthesis dataset with 1.9M reactions from patents (1976-2016). The task is: Predict the reactants needed to synthesize the given product. (1) Given the product [Cl:7][C:8]1[C:9]2[CH:10]=[C:2]([C:1]([O:5][CH3:6])=[O:4])[S:3][C:12]=2[CH:13]=[CH:14][C:15]=1[Cl:16], predict the reactants needed to synthesize it. The reactants are: [C:1]([O:5][CH3:6])(=[O:4])[CH2:2][SH:3].[Cl:7][C:8]1[C:15]([Cl:16])=[CH:14][CH:13]=[C:12](F)[C:9]=1[CH:10]=O. (2) Given the product [CH3:38][S:39]([OH:42])(=[O:41])=[O:40].[S:1](=[O:36])(=[O:37])([O:3][C:4]1[CH:9]=[CH:8][C:7]([C:10]2[N:11]=[CH:12][N:13]([C:15](=[O:35])[N:16]([CH:18]3[CH2:19][CH2:20][N:21]([CH2:24][C:25]4[CH:26]=[C:27]([O:33][CH3:34])[CH:28]=[C:29]([O:31][CH3:32])[CH:30]=4)[CH2:22][CH2:23]3)[CH3:17])[CH:14]=2)=[CH:6][CH:5]=1)[NH2:2], predict the reactants needed to synthesize it. The reactants are: [S:1](=[O:37])(=[O:36])([O:3][C:4]1[CH:9]=[CH:8][C:7]([C:10]2[N:11]=[CH:12][N:13]([C:15](=[O:35])[N:16]([CH:18]3[CH2:23][CH2:22][N:21]([CH2:24][C:25]4[CH:30]=[C:29]([O:31][CH3:32])[CH:28]=[C:27]([O:33][CH3:34])[CH:26]=4)[CH2:20][CH2:19]3)[CH3:17])[CH:14]=2)=[CH:6][CH:5]=1)[NH2:2].[CH3:38][S:39]([OH:42])(=[O:41])=[O:40]. (3) Given the product [CH3:32][O:31][CH2:30][C@@H:27]1[N:26]([CH3:33])[C:25](=[N:24][C:21]2[CH:22]=[C:23]3[C:18]([CH2:17][C@@H:16]([OH:34])[C@@H:15]3[NH:14][C:13]([C:62]3[CH:63]=[CH:64][C:59]([C:56]4[CH:57]=[CH:58][CH:53]=[CH:54][CH:55]=4)=[CH:60][CH:61]=3)=[O:35])=[CH:19][CH:20]=2)[CH2:29][CH2:28]1, predict the reactants needed to synthesize it. The reactants are: C(O)(C(F)(F)F)=O.C(O[C:13](=[O:35])[NH:14][C@@H:15]1[C:23]2[C:18](=[CH:19][CH:20]=[C:21]([N:24]=[C:25]3[CH2:29][CH2:28][C@H:27]([CH2:30][O:31][CH3:32])[N:26]3[CH3:33])[CH:22]=2)[CH2:17][C@H:16]1[OH:34])(C)(C)C.C(N(CC)CC)C.O=C1CCC(=O)N1OC([C:53]1[CH:58]=[CH:57][C:56]([C:59]2[CH:64]=[CH:63][CH:62]=[CH:61][CH:60]=2)=[CH:55][CH:54]=1)=O. (4) Given the product [Cl:1][C:2]1[C:10]2[C:5](=[CH:6][CH:7]=[C:8]([C:11]([O:13][CH3:14])=[O:12])[CH:9]=2)[N:4]([C:20]([O:19][C:16]([CH3:18])([CH3:17])[CH3:15])=[O:21])[CH:3]=1, predict the reactants needed to synthesize it. The reactants are: [Cl:1][C:2]1[C:10]2[C:5](=[CH:6][CH:7]=[C:8]([C:11]([O:13][CH3:14])=[O:12])[CH:9]=2)[NH:4][CH:3]=1.[CH3:15][C:16]([O:19][C:20](O[C:20]([O:19][C:16]([CH3:18])([CH3:17])[CH3:15])=[O:21])=[O:21])([CH3:18])[CH3:17]. (5) Given the product [CH3:32][N:30]1[CH:31]=[C:27]([C:23]2[CH:22]=[C:21]3[C:26](=[CH:25][CH:24]=2)[N:18]([CH2:17][CH:14]2[CH2:15][CH2:16][N:11]([C:9](=[O:10])[CH2:8][CH2:7][C:1]4[CH:2]=[CH:3][CH:4]=[CH:5][CH:6]=4)[CH2:12][CH2:13]2)[CH:19]=[CH:20]3)[N:28]=[N:29]1, predict the reactants needed to synthesize it. The reactants are: [C:1]1([CH2:7][CH2:8][C:9]([N:11]2[CH2:16][CH2:15][CH:14]([CH2:17][N:18]3[C:26]4[C:21](=[CH:22][C:23]([C:27]5[N:28]=[N:29][N:30]([CH2:32][Si](C)(C)C)[CH:31]=5)=[CH:24][CH:25]=4)[CH:20]=[CH:19]3)[CH2:13][CH2:12]2)=[O:10])[CH:6]=[CH:5][CH:4]=[CH:3][CH:2]=1.CCCC[N+](CCCC)(CCCC)CCCC.[F-].C(OCC)(=O)C.O. (6) Given the product [C:28]1([C:19]2[CH:20]=[CH:21][CH:22]=[CH:23][CH:24]=2)[CH:29]=[CH:30][C:31]([C:6]([N:8]2[CH2:12][C:11](=[N:13][O:14][CH3:15])[CH2:10][C@H:9]2[C:16]([NH:40][CH2:39][C:35]2[O:34][CH:38]=[CH:37][CH:36]=2)=[O:18])=[O:7])=[CH:32][CH:33]=1, predict the reactants needed to synthesize it. The reactants are: C(O[C:6]([N:8]1[CH2:12][C:11](=[N:13][O:14][CH3:15])[CH2:10][C@H:9]1[C:16]([OH:18])=O)=[O:7])(C)(C)C.[C:19]1([C:28]2[CH:33]=[CH:32][CH:31]=[CH:30][CH:29]=2)[CH:24]=[CH:23][C:22](C(Cl)=O)=[CH:21][CH:20]=1.[O:34]1[CH:38]=[CH:37][CH:36]=[C:35]1[CH2:39][NH2:40].